Dataset: Full USPTO retrosynthesis dataset with 1.9M reactions from patents (1976-2016). Task: Predict the reactants needed to synthesize the given product. (1) Given the product [C:1]([C:3]1[CH:8]=[CH:7][C:6]([O:9][CH2:11][C:12]([O:14][CH3:15])=[O:13])=[CH:5][CH:4]=1)#[N:2], predict the reactants needed to synthesize it. The reactants are: [C:1]([C:3]1[CH:8]=[CH:7][C:6]([OH:9])=[CH:5][CH:4]=1)#[N:2].Br[CH2:11][C:12]([O:14][CH3:15])=[O:13].C([O-])([O-])=O.[K+].[K+]. (2) Given the product [CH3:16][O:15][C:4]1[CH:3]=[C:2]([O:1][CH2:50][CH2:49][O:48][CH2:47][CH2:46][O:45][CH3:43])[C:9]([C:10]2[S:11][CH:12]=[CH:13][CH:14]=2)=[CH:8][C:5]=1[CH:6]=[O:7], predict the reactants needed to synthesize it. The reactants are: [OH:1][C:2]1[C:9]([C:10]2[S:11][CH:12]=[CH:13][CH:14]=2)=[CH:8][C:5]([CH:6]=[O:7])=[C:4]([O:15][CH3:16])[CH:3]=1.C1(P(C2C=CC=CC=2)C2C=CC=CC=2)C=CC=CC=1.N([C:43]([O:45][CH2:46][CH3:47])=O)=N[C:43]([O:45][CH2:46][CH3:47])=O.[O:48]1CC[CH2:50][CH2:49]1. (3) Given the product [F:1][C:2]1[C:7]([CH2:8][OH:9])=[CH:6][CH:5]=[CH:4][C:3]=1[C:10]1[CH:11]=[N:12][C:13]([N:16]2[CH2:17][CH2:18][CH:19]([C:22]([OH:24])=[O:23])[CH2:20][CH2:21]2)=[N:14][CH:15]=1, predict the reactants needed to synthesize it. The reactants are: [F:1][C:2]1[C:7]([CH2:8][OH:9])=[CH:6][CH:5]=[CH:4][C:3]=1[C:10]1[CH:11]=[N:12][C:13]([N:16]2[CH2:21][CH2:20][CH:19]([C:22]([O:24]CC)=[O:23])[CH2:18][CH2:17]2)=[N:14][CH:15]=1.C1COCC1.[OH-].[Na+]. (4) The reactants are: [CH:1]([O:4][C:5]1[CH:10]=[CH:9][C:8]([CH:11]([O:15][CH3:16])[C:12]([OH:14])=O)=[CH:7][CH:6]=1)([CH3:3])[CH3:2].[CH:17]([O:20][C:21]1[CH:26]=[CH:25][C:24]([CH:27]([O:34][CH3:35])[C:28]([N:30]([O:32][CH3:33])[CH3:31])=[O:29])=[CH:23][CH:22]=1)([CH3:19])[CH3:18].[Br:36][C:37]1[C:42]([O:43][CH3:44])=[CH:41][C:40]([C:45]2[N:46]=[CH:47][O:48][CH:49]=2)=[CH:39][C:38]=1[O:50][CH3:51]. Given the product [CH:17]([O:20][C:21]1[CH:26]=[CH:25][C:24]([CH:27]([O:34][CH3:35])[C:28]([N:30]([O:32][CH3:33])[CH3:31])=[O:29])=[CH:23][CH:22]=1)([CH3:19])[CH3:18].[Br:36][C:37]1[C:42]([O:43][CH3:44])=[CH:41][C:40]([C:45]2[N:46]=[C:47]([C:12](=[O:14])[CH:11]([C:8]3[CH:7]=[CH:6][C:5]([O:4][CH:1]([CH3:2])[CH3:3])=[CH:10][CH:9]=3)[O:15][CH3:16])[O:48][CH:49]=2)=[CH:39][C:38]=1[O:50][CH3:51], predict the reactants needed to synthesize it. (5) Given the product [F:39][C:37]1[CH:38]=[C:33]([CH:34]=[C:35]([CH2:40][NH:41][C:4]([C:6]2[NH:7][C:8]3[C:13]([C:14]=2[CH3:15])=[CH:12][C:11]([C:16]([F:17])([F:18])[F:19])=[CH:10][CH:9]=3)=[O:5])[CH:36]=1)[O:32][C:29]1[CH:30]=[CH:31][C:26]([CH2:25][CH2:24][C:23]([OH:43])=[O:22])=[C:27]([CH3:42])[CH:28]=1, predict the reactants needed to synthesize it. The reactants are: C(O[C:4]([C:6]1[N:7](C)[C:8]2[C:13]([C:14]=1[CH3:15])=[CH:12][C:11]([C:16]([F:19])([F:18])[F:17])=[CH:10][CH:9]=2)=[O:5])C.C[O:22][C:23](=[O:43])[CH2:24][CH2:25][C:26]1[CH:31]=[CH:30][C:29]([O:32][C:33]2[CH:38]=[C:37]([F:39])[CH:36]=[C:35]([CH2:40][NH2:41])[CH:34]=2)=[CH:28][C:27]=1[CH3:42].